From a dataset of NCI-60 drug combinations with 297,098 pairs across 59 cell lines. Regression. Given two drug SMILES strings and cell line genomic features, predict the synergy score measuring deviation from expected non-interaction effect. (1) Cell line: SF-295. Synergy scores: CSS=3.54, Synergy_ZIP=3.10, Synergy_Bliss=6.19, Synergy_Loewe=3.91, Synergy_HSA=2.17. Drug 2: CC(C)CN1C=NC2=C1C3=CC=CC=C3N=C2N. Drug 1: C1=NC2=C(N=C(N=C2N1C3C(C(C(O3)CO)O)F)Cl)N. (2) Drug 1: CN(CC1=CN=C2C(=N1)C(=NC(=N2)N)N)C3=CC=C(C=C3)C(=O)NC(CCC(=O)O)C(=O)O. Drug 2: CS(=O)(=O)CCNCC1=CC=C(O1)C2=CC3=C(C=C2)N=CN=C3NC4=CC(=C(C=C4)OCC5=CC(=CC=C5)F)Cl. Cell line: NCI-H460. Synergy scores: CSS=21.3, Synergy_ZIP=-1.89, Synergy_Bliss=-5.56, Synergy_Loewe=-4.44, Synergy_HSA=-4.27. (3) Drug 1: C1=CC(=CC=C1CC(C(=O)O)N)N(CCCl)CCCl.Cl. Drug 2: N.N.Cl[Pt+2]Cl. Cell line: ACHN. Synergy scores: CSS=26.1, Synergy_ZIP=-3.42, Synergy_Bliss=-2.83, Synergy_Loewe=-14.2, Synergy_HSA=-2.62. (4) Drug 2: N.N.Cl[Pt+2]Cl. Synergy scores: CSS=36.1, Synergy_ZIP=-7.41, Synergy_Bliss=-1.97, Synergy_Loewe=-4.99, Synergy_HSA=-0.0193. Cell line: CAKI-1. Drug 1: B(C(CC(C)C)NC(=O)C(CC1=CC=CC=C1)NC(=O)C2=NC=CN=C2)(O)O. (5) Drug 1: CC=C1C(=O)NC(C(=O)OC2CC(=O)NC(C(=O)NC(CSSCCC=C2)C(=O)N1)C(C)C)C(C)C. Drug 2: COCCOC1=C(C=C2C(=C1)C(=NC=N2)NC3=CC=CC(=C3)C#C)OCCOC.Cl. Cell line: HCC-2998. Synergy scores: CSS=72.3, Synergy_ZIP=-0.962, Synergy_Bliss=-0.995, Synergy_Loewe=-54.0, Synergy_HSA=1.29. (6) Drug 1: C1=CN(C=N1)CC(O)(P(=O)(O)O)P(=O)(O)O. Drug 2: C1CN(P(=O)(OC1)NCCCl)CCCl. Cell line: RPMI-8226. Synergy scores: CSS=3.98, Synergy_ZIP=-2.92, Synergy_Bliss=-1.11, Synergy_Loewe=-3.73, Synergy_HSA=-1.25. (7) Cell line: HS 578T. Drug 2: N.N.Cl[Pt+2]Cl. Drug 1: CC1=CC=C(C=C1)C2=CC(=NN2C3=CC=C(C=C3)S(=O)(=O)N)C(F)(F)F. Synergy scores: CSS=3.88, Synergy_ZIP=-0.157, Synergy_Bliss=2.11, Synergy_Loewe=-6.39, Synergy_HSA=-2.50.